Dataset: Catalyst prediction with 721,799 reactions and 888 catalyst types from USPTO. Task: Predict which catalyst facilitates the given reaction. (1) Reactant: C1(P(C2C=CC=CC=2)C2C=CC=CC=2)C=CC=CC=1.[CH2:20]([OH:28])[CH2:21][C:22]1[CH:27]=[CH:26][CH:25]=[CH:24][CH:23]=1.N(C(OC(C)(C)C)=O)=NC(OC(C)(C)C)=O.[O:45]1[C:49]2[CH:50]=[CH:51][C:52]([S:54]([N:57]([CH2:82][CH:83]([CH3:85])[CH3:84])[CH2:58][C@@H:59]([OH:81])[C@@H:60]([NH:69][C:70](=[O:80])[O:71][C@@H:72]3[C@H:79]4[C@H:75]([O:76][CH2:77][CH2:78]4)[O:74][CH2:73]3)[CH2:61][C:62]3[CH:67]=[CH:66][C:65](O)=[CH:64][CH:63]=3)(=[O:56])=[O:55])=[CH:53][C:48]=2[O:47][CH2:46]1. Product: [O:45]1[C:49]2[CH:50]=[CH:51][C:52]([S:54]([N:57]([CH2:82][CH:83]([CH3:85])[CH3:84])[CH2:58][C@@H:59]([OH:81])[C@@H:60]([NH:69][C:70](=[O:80])[O:71][C@@H:72]3[C@H:79]4[C@H:75]([O:76][CH2:77][CH2:78]4)[O:74][CH2:73]3)[CH2:61][C:62]3[CH:63]=[CH:64][C:65]([O:28][CH2:20][CH2:21][C:22]4[CH:27]=[CH:26][CH:25]=[CH:24][CH:23]=4)=[CH:66][CH:67]=3)(=[O:55])=[O:56])=[CH:53][C:48]=2[O:47][CH2:46]1. The catalyst class is: 2. (2) Reactant: [CH3:1][O:2][C:3]1([C:9]#[C:10][Si](C)(C)C)[CH2:8][CH2:7][O:6][CH2:5][CH2:4]1.[F-].C([N+](CCCC)(CCCC)CCCC)CCC. Product: [C:9]([C:3]1([O:2][CH3:1])[CH2:8][CH2:7][O:6][CH2:5][CH2:4]1)#[CH:10]. The catalyst class is: 56. (3) Reactant: Cl[C:2]1[N:3]=[CH:4][C:5]2[N:11]([CH3:12])[C:10](=[O:13])[CH:9]([CH3:14])[CH2:8][N:7]([CH:15]3[CH2:20][CH2:19][O:18][CH2:17][CH2:16]3)[C:6]=2[N:21]=1.[NH2:22][C:23]1[CH:38]=[CH:37][C:26]([C:27]([NH:29][CH:30]2[CH2:35][CH2:34][N:33]([CH3:36])[CH2:32][CH2:31]2)=[O:28])=[CH:25][C:24]=1[O:39][CH3:40].O.C1(C)C=CC(S(O)(=O)=O)=CC=1. Product: [CH3:12][N:11]1[C:10](=[O:13])[CH:9]([CH3:14])[CH2:8][N:7]([CH:15]2[CH2:20][CH2:19][O:18][CH2:17][CH2:16]2)[C:6]2[N:21]=[C:2]([NH:22][C:23]3[CH:38]=[CH:37][C:26]([C:27]([NH:29][CH:30]4[CH2:31][CH2:32][N:33]([CH3:36])[CH2:34][CH2:35]4)=[O:28])=[CH:25][C:24]=3[O:39][CH3:40])[N:3]=[CH:4][C:5]1=2. The catalyst class is: 41. (4) Reactant: [CH:1]1([CH2:4][S:5]([CH2:8][C@H:9]([NH:13][C:14]([N:16]2[CH2:21][CH2:20][O:19][CH2:18][CH2:17]2)=[O:15])[C:10]([OH:12])=O)(=[O:7])=[O:6])[CH2:3][CH2:2]1.C1(N=C=N)CCCCC1.OC1C2N=NNC=2C=CC=1.[NH2:41][CH:42]1[CH:47]([OH:48])[CH2:46][CH2:45][CH2:44][CH:43]1[OH:49].C(O)C(N)(CO)CO. Product: [CH:1]1([CH2:4][S:5]([CH2:8][C@H:9]([NH:13][C:14]([N:16]2[CH2:21][CH2:20][O:19][CH2:18][CH2:17]2)=[O:15])[C:10](=[O:12])[NH:41][CH:42]2[CH:47]([OH:48])[CH2:46][CH2:45][CH2:44][CH:43]2[OH:49])(=[O:6])=[O:7])[CH2:2][CH2:3]1. The catalyst class is: 2. (5) Reactant: [CH3:1][O:2][C:3](=[O:11])[C:4]1[CH:9]=[CH:8][C:7](Cl)=[N:6][CH:5]=1.[F:12][C:13]([F:24])([F:23])[C:14]1[CH:19]=[CH:18][C:17](B(O)O)=[CH:16][CH:15]=1.[F-].[Cs+]. Product: [CH3:1][O:2][C:3](=[O:11])[C:4]1[CH:9]=[CH:8][C:7]([C:17]2[CH:18]=[CH:19][C:14]([C:13]([F:24])([F:23])[F:12])=[CH:15][CH:16]=2)=[N:6][CH:5]=1. The catalyst class is: 12. (6) Reactant: [CH2:1]([NH2:4])[C:2]#[CH:3].C(N(CC)CC)C.[CH:12]1([C:17](Cl)=[O:18])[CH2:16][CH2:15][CH2:14][CH2:13]1. Product: [CH2:1]([NH:4][C:17]([CH:12]1[CH2:16][CH2:15][CH2:14][CH2:13]1)=[O:18])[C:2]#[CH:3]. The catalyst class is: 2. (7) Reactant: [CH3:1][CH:2]([O:5][C:6]([NH:8][C@@H:9]([C:19]1[CH:24]=[CH:23][C:22]([OH:25])=[CH:21][CH:20]=1)[C:10]([NH:12][C@@H:13]([CH3:18])[C:14]([O:16][CH3:17])=[O:15])=[O:11])=[O:7])[CH2:3][CH3:4].[C:26]([O-])([O-])=O.[K+].[K+].IC. Product: [CH3:1][CH:2]([O:5][C:6]([NH:8][C@@H:9]([C:19]1[CH:20]=[CH:21][C:22]([O:25][CH3:26])=[CH:23][CH:24]=1)[C:10]([NH:12][C@@H:13]([CH3:18])[C:14]([O:16][CH3:17])=[O:15])=[O:11])=[O:7])[CH2:3][CH3:4]. The catalyst class is: 21. (8) Reactant: [F:1][C:2]1[CH:7]=[CH:6][C:5]([CH2:8][C:9]([OH:11])=O)=[CH:4][CH:3]=1.C(Cl)(=O)C([Cl:15])=O. Product: [F:1][C:2]1[CH:7]=[CH:6][C:5]([CH2:8][C:9]([Cl:15])=[O:11])=[CH:4][CH:3]=1. The catalyst class is: 59. (9) Reactant: [CH3:1][O:2][C:3]1[CH2:8][CH2:7][N:6]([CH:9]([C:11]2([CH3:14])[CH2:13][CH2:12]2)[CH3:10])[C:5](=[O:15])[C:4]=1[C:16]#[N:17].ClC1C(=O)C(C#N)=C(C#N)C(=O)C=1Cl. Product: [CH3:1][O:2][C:3]1[CH:8]=[CH:7][N:6]([CH:9]([C:11]2([CH3:14])[CH2:12][CH2:13]2)[CH3:10])[C:5](=[O:15])[C:4]=1[C:16]#[N:17]. The catalyst class is: 113.